This data is from Forward reaction prediction with 1.9M reactions from USPTO patents (1976-2016). The task is: Predict the product of the given reaction. Given the reactants [Br:1][C:2]1[C:7]([CH:8]=O)=[C:6]([F:10])[C:5]([N:11]=[N:12][N:13]2[CH2:17][CH2:16][CH2:15][CH2:14]2)=[C:4]([F:18])[CH:3]=1.C1(P(=[CH:38][C:39]([O:41][CH2:42][CH3:43])=[O:40])(C2C=CC=CC=2)C2C=CC=CC=2)C=CC=CC=1, predict the reaction product. The product is: [CH2:42]([O:41][C:39](=[O:40])[CH:38]=[CH:8][C:7]1[C:2]([Br:1])=[CH:3][C:4]([F:18])=[C:5]([N:11]=[N:12][N:13]2[CH2:17][CH2:16][CH2:15][CH2:14]2)[C:6]=1[F:10])[CH3:43].